From a dataset of Reaction yield outcomes from USPTO patents with 853,638 reactions. Predict the reaction yield, written as a fraction of the theoretical maximum amount of product (1.0 means a 100% yield; for example, 0.34 means a 34% yield). (1) The product is [F:1][C:2]1[CH:7]=[C:6]([F:8])[CH:5]=[CH:4][C:3]=1[CH2:9][CH2:10][CH:11]1[CH2:16][N:15]2[C:17]([C:20]3[CH:21]=[C:22]([CH:27]=[CH:28][C:29]=3[CH3:30])[C:23]([OH:25])=[O:24])=[N:18][N:19]=[C:14]2[CH2:13][CH2:12]1. The reactants are [F:1][C:2]1[CH:7]=[C:6]([F:8])[CH:5]=[CH:4][C:3]=1[CH2:9][CH2:10][CH:11]1[CH2:16][N:15]2[C:17]([C:20]3[CH:21]=[C:22]([CH:27]=[CH:28][C:29]=3[CH3:30])[C:23]([O:25]C)=[O:24])=[N:18][N:19]=[C:14]2[CH2:13][CH2:12]1.[OH-].[Na+].Cl. The yield is 0.960. The catalyst is C1COCC1. (2) The reactants are Cl.[NH2:2][CH:3]([C:10]([F:13])([F:12])[F:11])[CH2:4][C:5]([O:7][CH2:8][CH3:9])=[O:6].C(N(CC)CC)C.[C:21](O[C:21]([O:23][C:24]([CH3:27])([CH3:26])[CH3:25])=[O:22])([O:23][C:24]([CH3:27])([CH3:26])[CH3:25])=[O:22]. The catalyst is C1COCC1. The product is [C:24]([O:23][C:21]([NH:2][CH:3]([C:10]([F:11])([F:12])[F:13])[CH2:4][C:5]([O:7][CH2:8][CH3:9])=[O:6])=[O:22])([CH3:27])([CH3:26])[CH3:25]. The yield is 0.740. (3) The reactants are C([O:8][C:9]1[CH:35]=[CH:34][C:12]([O:13][C:14]2[CH:19]=[CH:18][C:17]([CH2:20][C:21]([NH:23][C:24]3[CH:33]=[CH:32][CH:31]=[CH:30][C:25]=3[C:26]([O:28][CH3:29])=[O:27])=[O:22])=[CH:16][CH:15]=2)=[CH:11][CH:10]=1)C1C=CC=CC=1.[H][H]. The catalyst is C(OCC)(=O)C.[C].[Pd]. The product is [OH:8][C:9]1[CH:10]=[CH:11][C:12]([O:13][C:14]2[CH:15]=[CH:16][C:17]([CH2:20][C:21]([NH:23][C:24]3[CH:33]=[CH:32][CH:31]=[CH:30][C:25]=3[C:26]([O:28][CH3:29])=[O:27])=[O:22])=[CH:18][CH:19]=2)=[CH:34][CH:35]=1. The yield is 0.660. (4) The reactants are [C:1]([O:5][C:6]([N:8]1[CH2:13][CH2:12][CH:11]([OH:14])[CH:10]([CH2:15][N:16]=[N+:17]=[N-:18])[CH2:9]1)=[O:7])([CH3:4])([CH3:3])[CH3:2].[H-].[Na+].I[CH3:22]. The catalyst is CN(C=O)C. The product is [C:1]([O:5][C:6]([N:8]1[CH2:13][CH2:12][CH:11]([O:14][CH3:22])[CH:10]([CH2:15][N:16]=[N+:17]=[N-:18])[CH2:9]1)=[O:7])([CH3:4])([CH3:2])[CH3:3]. The yield is 0.760. (5) The reactants are [OH:1][C:2]1[CH:3]=[C:4]([CH:14]=[C:15]([O:17][C@@H:18]([CH3:22])[CH2:19][O:20][CH3:21])[CH:16]=1)[C:5]([NH:7][C:8]1[CH:12]=[CH:11][N:10]([CH3:13])[N:9]=1)=[O:6].C[Si](C)(C)[N-][Si](C)(C)C.[Na+].C1COCC1.F[C:39]1[CH:46]=[CH:45][C:42]([C:43]#[N:44])=[CH:41][CH:40]=1. The catalyst is CN(C=O)C. The product is [C:43]([C:42]1[CH:45]=[CH:46][C:39]([O:1][C:2]2[CH:3]=[C:4]([CH:14]=[C:15]([O:17][C@@H:18]([CH3:22])[CH2:19][O:20][CH3:21])[CH:16]=2)[C:5]([NH:7][C:8]2[CH:12]=[CH:11][N:10]([CH3:13])[N:9]=2)=[O:6])=[CH:40][CH:41]=1)#[N:44]. The yield is 0.600. (6) The reactants are [Br:1][C:2]1[CH:22]=[CH:21][C:5]([O:6][CH2:7][CH:8]2[CH2:13][CH2:12][N:11](C(OC(C)(C)C)=O)[CH2:10][CH2:9]2)=[CH:4][C:3]=1[F:23].[ClH:24].O1CCOCC1. The catalyst is C(Cl)Cl. The product is [ClH:24].[Br:1][C:2]1[CH:22]=[CH:21][C:5]([O:6][CH2:7][CH:8]2[CH2:9][CH2:10][NH:11][CH2:12][CH2:13]2)=[CH:4][C:3]=1[F:23]. The yield is 0.960.